Dataset: Full USPTO retrosynthesis dataset with 1.9M reactions from patents (1976-2016). Task: Predict the reactants needed to synthesize the given product. (1) Given the product [CH2:17]([N:4]1[CH2:5][CH2:6][N:1]([C:7]([O:9][CH2:10][C:11]2[CH:16]=[CH:15][CH:14]=[CH:13][CH:12]=2)=[O:8])[CH2:2][CH2:3]1)[CH:40]([CH3:39])[CH3:41], predict the reactants needed to synthesize it. The reactants are: [N:1]1([C:7]([O:9][CH2:10][C:11]2[CH:16]=[CH:15][CH:14]=[CH:13][CH:12]=2)=[O:8])[CH2:6][CH2:5][NH:4][CH2:3][CH2:2]1.[C:17](O)(=O)C.C(O[BH-](OC(=O)C)OC(=O)C)(=O)C.[Na+].[OH-].[Na+].O1[CH2:41][CH2:40][CH2:39]C1. (2) Given the product [CH2:16]([C:28]1[CH:29]=[CH:30][C:31]([S:34]([O:1][N:2]=[C:3]([C:14]#[N:15])[C:4]2[CH:9]=[CH:8][C:7]([O:10][CH3:11])=[C:6]([O:12][CH3:13])[CH:5]=2)(=[O:36])=[O:35])=[CH:32][CH:33]=1)[CH2:17][CH2:18][CH2:19][CH2:20][CH2:21][CH2:22][CH2:23][CH2:24][CH2:25][CH2:26][CH3:27], predict the reactants needed to synthesize it. The reactants are: [OH:1][N:2]=[C:3]([C:14]#[N:15])[C:4]1[CH:9]=[CH:8][C:7]([O:10][CH3:11])=[C:6]([O:12][CH3:13])[CH:5]=1.[CH2:16]([C:28]1[CH:33]=[CH:32][C:31]([S:34](Cl)(=[O:36])=[O:35])=[CH:30][CH:29]=1)[CH2:17][CH2:18][CH2:19][CH2:20][CH2:21][CH2:22][CH2:23][CH2:24][CH2:25][CH2:26][CH3:27].C(N(CC)CC)C.O.